From a dataset of NCI-60 drug combinations with 297,098 pairs across 59 cell lines. Regression. Given two drug SMILES strings and cell line genomic features, predict the synergy score measuring deviation from expected non-interaction effect. (1) Drug 1: CC1=CC=C(C=C1)C2=CC(=NN2C3=CC=C(C=C3)S(=O)(=O)N)C(F)(F)F. Drug 2: C1CNP(=O)(OC1)N(CCCl)CCCl. Cell line: RXF 393. Synergy scores: CSS=-2.46, Synergy_ZIP=0.529, Synergy_Bliss=-1.88, Synergy_Loewe=-2.14, Synergy_HSA=-3.77. (2) Drug 1: CC1=C(C=C(C=C1)NC(=O)C2=CC=C(C=C2)CN3CCN(CC3)C)NC4=NC=CC(=N4)C5=CN=CC=C5. Drug 2: CCN(CC)CCNC(=O)C1=C(NC(=C1C)C=C2C3=C(C=CC(=C3)F)NC2=O)C. Cell line: SW-620. Synergy scores: CSS=-9.48, Synergy_ZIP=2.71, Synergy_Bliss=-1.15, Synergy_Loewe=-8.91, Synergy_HSA=-7.56. (3) Cell line: BT-549. Synergy scores: CSS=36.3, Synergy_ZIP=-9.80, Synergy_Bliss=-11.2, Synergy_Loewe=0.477, Synergy_HSA=1.68. Drug 2: CC1CCC2CC(C(=CC=CC=CC(CC(C(=O)C(C(C(=CC(C(=O)CC(OC(=O)C3CCCCN3C(=O)C(=O)C1(O2)O)C(C)CC4CCC(C(C4)OC)O)C)C)O)OC)C)C)C)OC. Drug 1: C1=C(C(=O)NC(=O)N1)F. (4) Drug 1: CC1=C(C=C(C=C1)NC(=O)C2=CC=C(C=C2)CN3CCN(CC3)C)NC4=NC=CC(=N4)C5=CN=CC=C5. Drug 2: C1CCC(C(C1)N)N.C(=O)(C(=O)[O-])[O-].[Pt+4]. Cell line: KM12. Synergy scores: CSS=9.87, Synergy_ZIP=-3.98, Synergy_Bliss=5.87, Synergy_Loewe=-9.69, Synergy_HSA=1.45. (5) Drug 1: CCC1(CC2CC(C3=C(CCN(C2)C1)C4=CC=CC=C4N3)(C5=C(C=C6C(=C5)C78CCN9C7C(C=CC9)(C(C(C8N6C=O)(C(=O)OC)O)OC(=O)C)CC)OC)C(=O)OC)O.OS(=O)(=O)O. Drug 2: C1CNP(=O)(OC1)N(CCCl)CCCl. Cell line: M14. Synergy scores: CSS=1.63, Synergy_ZIP=0.313, Synergy_Bliss=3.10, Synergy_Loewe=3.19, Synergy_HSA=1.42.